This data is from Catalyst prediction with 721,799 reactions and 888 catalyst types from USPTO. The task is: Predict which catalyst facilitates the given reaction. (1) Reactant: [CH:1]([S:4]([N:7]1[C:11]2[CH:12]=[C:13]([C:16]3[N:17]=[C:18]([CH:27]4[CH2:32][CH2:31][N:30](C(OCC5C=CC=CC=5)=O)[CH2:29][CH2:28]4)[NH:19][C:20]=3[C:21]3[CH:26]=[CH:25][CH:24]=[CH:23][CH:22]=3)[CH:14]=[CH:15][C:10]=2[N:9]=[C:8]1[NH2:43])(=[O:6])=[O:5])([CH3:3])[CH3:2].C([O-])=O.[NH4+]. The catalyst class is: 63. Product: [CH:1]([S:4]([N:7]1[C:11]2[CH:12]=[C:13]([C:16]3[N:17]=[C:18]([CH:27]4[CH2:32][CH2:31][NH:30][CH2:29][CH2:28]4)[NH:19][C:20]=3[C:21]3[CH:26]=[CH:25][CH:24]=[CH:23][CH:22]=3)[CH:14]=[CH:15][C:10]=2[N:9]=[C:8]1[NH2:43])(=[O:5])=[O:6])([CH3:3])[CH3:2]. (2) Reactant: Br[C:2]1[CH:7]=[CH:6][C:5]([N:8]2[C:12]([CH3:13])=[C:11]([CH2:14][C:15]3[CH:28]=[CH:27][C:18]([C:19]([NH:21][CH2:22][C:23](O)([CH3:25])[CH3:24])=[O:20])=[CH:17][CH:16]=3)[C:10]([CH3:29])=[N:9]2)=[CH:4][C:3]=1[Cl:30].[Cu][C:32]#[N:33].C(=O)([O-])O.[Na+]. Product: [Cl:30][C:3]1[CH:4]=[C:5]([N:8]2[C:12]([CH3:13])=[C:11]([CH2:14][C:15]3[CH:16]=[CH:17][C:18]([C:19]([NH:21][CH2:22][C:23]([CH3:24])=[CH2:25])=[O:20])=[CH:27][CH:28]=3)[C:10]([CH3:29])=[N:9]2)[CH:6]=[CH:7][C:2]=1[C:32]#[N:33]. The catalyst class is: 37. (3) Reactant: [Cl:1][C:2]1[CH:7]=[C:6]([NH:8][CH2:9][C:10]2[O:11][CH:12]=[CH:13][CH:14]=2)[C:5]([C:15]([O:17]CC(Cl)(Cl)Cl)=[O:16])=[CH:4][C:3]=1[S:23]([NH:26][CH2:27][O:28][C:29](=[O:54])[CH2:30][CH2:31][CH2:32][CH2:33][C:34]([O:36][CH2:37][N:38]([C:50]([CH3:53])([CH3:52])[CH3:51])[CH:39]([CH3:49])[C:40]([C:42]1[CH:47]=[CH:46][CH:45]=[C:44]([Cl:48])[CH:43]=1)=[O:41])=[O:35])(=[O:25])=[O:24]. Product: [C:15]([C:5]1[C:6]([NH:8][CH2:9][C:10]2[O:11][CH:12]=[CH:13][CH:14]=2)=[CH:7][C:2]([Cl:1])=[C:3]([S:23]([NH:26][CH2:27][O:28][C:29](=[O:54])[CH2:30][CH2:31][CH2:32][CH2:33][C:34]([O:36][CH2:37][N:38]([C:50]([CH3:51])([CH3:53])[CH3:52])[CH:39]([CH3:49])[C:40]([C:42]2[CH:47]=[CH:46][CH:45]=[C:44]([Cl:48])[CH:43]=2)=[O:41])=[O:35])(=[O:24])=[O:25])[CH:4]=1)([OH:17])=[O:16]. The catalyst class is: 183.